From a dataset of Forward reaction prediction with 1.9M reactions from USPTO patents (1976-2016). Predict the product of the given reaction. (1) Given the reactants C(O[C:6]([N:8](C)[C:9]([CH3:59])([C:11]([NH:13][C@H:14]([C:18]([N:20]([C@@H:22]([C@@H:55]([CH3:58])[CH2:56][CH3:57])[C@H:23]([O:53][CH3:54])[CH2:24][C:25]([N:27]1[CH2:31][CH2:30][CH2:29][C@H:28]1[C@H:32]([O:51][CH3:52])[C@@H:33]([CH3:50])[C:34](=[O:49])[NH:35][C@H:36]([C:44]1[S:45][CH:46]=[CH:47][N:48]=1)[CH2:37][C:38]1[CH:43]=[CH:42][CH:41]=[CH:40][CH:39]=1)=[O:26])[CH3:21])=[O:19])[CH:15]([CH3:17])[CH3:16])=[O:12])[CH3:10])=O)(C)(C)C.FC(F)(F)C(O)=O, predict the reaction product. The product is: [CH3:6][NH:8][C:9]([CH3:59])([C:11]([NH:13][C@H:14]([C:18]([N:20]([C@@H:22]([C@@H:55]([CH3:58])[CH2:56][CH3:57])[C@H:23]([O:53][CH3:54])[CH2:24][C:25]([N:27]1[CH2:31][CH2:30][CH2:29][C@H:28]1[C@H:32]([O:51][CH3:52])[C@@H:33]([CH3:50])[C:34](=[O:49])[NH:35][C@H:36]([C:44]1[S:45][CH:46]=[CH:47][N:48]=1)[CH2:37][C:38]1[CH:39]=[CH:40][CH:41]=[CH:42][CH:43]=1)=[O:26])[CH3:21])=[O:19])[CH:15]([CH3:17])[CH3:16])=[O:12])[CH3:10]. (2) Given the reactants [F:1][C:2]([F:36])([F:35])[C:3]1[CH:4]=[C:5]([CH:32]=[CH:33][CH:34]=1)[C:6]([NH:8][CH2:9][C:10]([NH:12][C@@H:13]1[CH2:17][CH2:16][N:15]([CH:18]2[CH2:22][CH2:21][N:20]([C:23]3[CH:31]=[CH:30][C:26]([C:27]([OH:29])=O)=[CH:25][CH:24]=3)[CH2:19]2)[CH2:14]1)=[O:11])=[O:7].CN(C(ON1N=N[C:47]2C=[CH:49][CH:50]=[N:51][C:46]1=2)=[N+](C)C)C.F[P-](F)(F)(F)(F)F.C(N(CC)C(C)C)(C)C.ON1C2C=CC=CC=2N=N1.C([O-])(O)=O.[Na+], predict the reaction product. The product is: [CH2:50]([N:51]([CH2:46][CH3:47])[C:27](=[O:29])[C:26]1[CH:25]=[CH:24][C:23]([N:20]2[CH2:21][CH2:22][CH:18]([N:15]3[CH2:16][CH2:17][C@@H:13]([NH:12][C:10](=[O:11])[CH2:9][NH:8][C:6](=[O:7])[C:5]4[CH:32]=[CH:33][CH:34]=[C:3]([C:2]([F:36])([F:1])[F:35])[CH:4]=4)[CH2:14]3)[CH2:19]2)=[CH:31][CH:30]=1)[CH3:49].